The task is: Regression. Given two drug SMILES strings and cell line genomic features, predict the synergy score measuring deviation from expected non-interaction effect.. This data is from NCI-60 drug combinations with 297,098 pairs across 59 cell lines. Drug 1: CC(C)(C#N)C1=CC(=CC(=C1)CN2C=NC=N2)C(C)(C)C#N. Drug 2: CC1=C2C(C(=O)C3(C(CC4C(C3C(C(C2(C)C)(CC1OC(=O)C(C(C5=CC=CC=C5)NC(=O)OC(C)(C)C)O)O)OC(=O)C6=CC=CC=C6)(CO4)OC(=O)C)O)C)O. Cell line: BT-549. Synergy scores: CSS=2.04, Synergy_ZIP=-1.68, Synergy_Bliss=-2.73, Synergy_Loewe=-1.88, Synergy_HSA=-1.55.